From a dataset of Forward reaction prediction with 1.9M reactions from USPTO patents (1976-2016). Predict the product of the given reaction. The product is: [CH:26]1[C:35]2[C:30](=[C:31]([N:36]3[C:5]([C:7]4[C:12](=[O:13])[CH:11]=[CH:10][N:9]([C:14]5[CH:19]=[CH:18][C:17]([O:20][C:21]([F:24])([F:22])[F:23])=[CH:16][CH:15]=5)[N:8]=4)=[CH:4][CH:3]=[N:37]3)[CH:32]=[CH:33][CH:34]=2)[CH:29]=[CH:28][N:27]=1. Given the reactants CN(C)/[CH:3]=[CH:4]/[C:5]([C:7]1[C:12](=[O:13])[CH:11]=[CH:10][N:9]([C:14]2[CH:19]=[CH:18][C:17]([O:20][C:21]([F:24])([F:23])[F:22])=[CH:16][CH:15]=2)[N:8]=1)=O.[CH:26]1[C:35]2[C:30](=[C:31]([NH:36][NH2:37])[CH:32]=[CH:33][CH:34]=2)[CH:29]=[CH:28][N:27]=1, predict the reaction product.